From a dataset of Catalyst prediction with 721,799 reactions and 888 catalyst types from USPTO. Predict which catalyst facilitates the given reaction. (1) Reactant: [CH:1]1[CH:6]=[C:5]2[CH:7]([OH:11])[O:8][C:9](=[O:10])[C:4]2=[CH:3][CH:2]=1.I[CH2:13][CH3:14].C(=O)([O-])[O-].[K+].[K+]. Product: [CH:9]([C:4]1[CH:3]=[CH:2][CH:1]=[CH:6][C:5]=1[C:7]([O:8][CH2:13][CH3:14])=[O:11])=[O:10]. The catalyst class is: 3. (2) Reactant: N1C=CN=C1.[CH3:6][C:7]([Si:10](Cl)([CH3:12])[CH3:11])([CH3:9])[CH3:8].[OH:14][CH2:15][CH2:16][C:17]1[O:18][CH:19]=[CH:20][CH:21]=1.CCOCC. Product: [CH3:6][C:7]([Si:10]([CH3:12])([CH3:11])[O:14][CH2:15][CH2:16][C:17]1[O:18][CH:19]=[CH:20][CH:21]=1)([CH3:9])[CH3:8]. The catalyst class is: 3. (3) Reactant: [NH2:1][C:2]1[C:7]([CH2:8][OH:9])=[CH:6][C:5]([C:10]2[CH:15]=[CH:14][C:13]([NH:16][C:17]([CH3:20])([CH3:19])[CH3:18])=[C:12]([NH2:21])[CH:11]=2)=[CH:4][N:3]=1.[N:22]1([C:27]2[CH:34]=[CH:33][CH:32]=[CH:31][C:28]=2[CH:29]=O)[CH:26]=[N:25][CH:24]=[N:23]1.OOS([O-])=O.[K+].S([O-])([O-])(=O)=S.[Na+].[Na+]. Product: [NH2:1][C:2]1[C:7]([CH2:8][OH:9])=[CH:6][C:5]([C:10]2[CH:15]=[CH:14][C:13]3[N:16]([C:17]([CH3:18])([CH3:20])[CH3:19])[C:29]([C:28]4[CH:31]=[CH:32][CH:33]=[CH:34][C:27]=4[N:22]4[CH:26]=[N:25][CH:24]=[N:23]4)=[N:21][C:12]=3[CH:11]=2)=[CH:4][N:3]=1. The catalyst class is: 18. (4) Reactant: [CH2:1]([O:3][C:4]1[CH:5]=[CH:6][C:7]([NH:13][CH2:14][CH2:15][CH3:16])=[C:8]([CH:12]=1)[C:9]([OH:11])=O)[CH3:2].[CH3:17][C:18]([NH2:22])([C:20]#[CH:21])[CH3:19].CCN=C=NCCCN(C)C.C1C=CC2N(O)N=NC=2C=1.CCN(C(C)C)C(C)C. Product: [CH2:1]([O:3][C:4]1[CH:5]=[CH:6][C:7]([NH:13][CH2:14][CH2:15][CH3:16])=[C:8]([CH:12]=1)[C:9]([NH:22][C:18]([CH3:19])([C:20]#[CH:21])[CH3:17])=[O:11])[CH3:2]. The catalyst class is: 2.